Dataset: Full USPTO retrosynthesis dataset with 1.9M reactions from patents (1976-2016). Task: Predict the reactants needed to synthesize the given product. Given the product [CH2:1]([NH:3][C:4]([C@@H:5]1[C@H:6]([CH3:7])[O:20][C:10]([C:11]2[CH:16]=[CH:15][C:14]([C:17]#[CH:18])=[CH:13][C:12]=2[OH:19])=[N:9]1)=[O:21])[CH3:2], predict the reactants needed to synthesize it. The reactants are: [CH2:1]([NH:3][C:4](=[O:21])[C@@H:5]([NH:9][C:10](=[O:20])[C:11]1[CH:16]=[CH:15][C:14]([C:17]#[CH:18])=[CH:13][C:12]=1[OH:19])[C@H:6](O)[CH3:7])[CH3:2].O=S(Cl)Cl.